From a dataset of Blood-brain barrier penetration binary classification data from Martins et al.. Regression/Classification. Given a drug SMILES string, predict its absorption, distribution, metabolism, or excretion properties. Task type varies by dataset: regression for continuous measurements (e.g., permeability, clearance, half-life) or binary classification for categorical outcomes (e.g., BBB penetration, CYP inhibition). Dataset: bbb_martins. The molecule is CO[C@@]1(NC(=O)Cc2cccs2)C(=O)N2C(C(=O)O)=C(COC(N)=O)CS[C@@H]21. The result is 1 (penetrates BBB).